Dataset: Forward reaction prediction with 1.9M reactions from USPTO patents (1976-2016). Task: Predict the product of the given reaction. The product is: [CH3:1][O:2][C:3]([C:5]1[C:6]2[C:21]3[N:26]=[C:25]([C:28]4[CH:33]=[CH:32][N:31]=[CH:30][CH:29]=4)[NH:27][C:20]=3[CH2:19][CH2:18][CH2:17][C:7]=2[NH:8][CH:9]=1)=[O:4]. Given the reactants [CH3:1][O:2][C:3]([C:5]1[C:6]2[C:21](=O)[CH:20](Br)[CH2:19][CH2:18][CH2:17][C:7]=2[N:8](C(OC(C)(C)C)=O)[CH:9]=1)=[O:4].Cl.[C:25]([C:28]1[CH:33]=[CH:32][N:31]=[CH:30][CH:29]=1)(=[NH:27])[NH2:26].C([O-])(O)=O.[Na+].CO, predict the reaction product.